Dataset: Experimental lipophilicity measurements (octanol/water distribution) for 4,200 compounds from AstraZeneca. Task: Regression/Classification. Given a drug SMILES string, predict its absorption, distribution, metabolism, or excretion properties. Task type varies by dataset: regression for continuous measurements (e.g., permeability, clearance, half-life) or binary classification for categorical outcomes (e.g., BBB penetration, CYP inhibition). For this dataset (lipophilicity_astrazeneca), we predict Y. (1) The drug is COc1ccc2cc(C(C)C(=O)O)ccc2c1. The Y is 0.230 logD. (2) The compound is Cc1ccc(-c2ncc(C)n2C)cc1NC(=O)c1ccc(OCc2ccccn2)cc1. The Y is 2.67 logD. (3) The compound is CC(=O)NC1CC2CCCC(C1)N2C(=O)Nc1ccc(Cl)c(C(F)(F)F)c1. The Y is 2.79 logD. (4) The molecule is Cc1nc(C)c(-c2ccc([C@H]3CC[C@H](Cc4nnn[nH]4)CC3)cc2)nc1C(N)=O. The Y is 1.40 logD. (5) The compound is Cc1ccccc1Cn1ccn2c(=O)cc(N3CCOCC3)nc12. The Y is 2.30 logD.